This data is from Full USPTO retrosynthesis dataset with 1.9M reactions from patents (1976-2016). The task is: Predict the reactants needed to synthesize the given product. Given the product [CH2:17]([O:18][CH:19]1[C@@H:23]2[CH:24]=[N:25][C:26]3[CH:33]=[CH:32][C:31]([O:34][CH3:35])=[CH:30][C:27]=3[C:28](=[O:29])[N:22]2[CH2:21][C:20]1=[CH2:50])[CH2:16][CH2:15][CH2:14][CH2:13][CH2:12][CH2:11][CH2:10][CH2:9][CH2:8][O:51][CH:52]1[C@@H:56]2[CH:57]=[N:58][C:59]3[CH:66]=[CH:65][C:64]([O:67][CH3:68])=[CH:63][C:60]=3[C:61](=[O:62])[N:55]2[CH2:54][C:53]1=[CH2:83], predict the reactants needed to synthesize it. The reactants are: C(O)(C(F)(F)F)=O.[CH2:8]([O:51][CH:52]1[C@H:56]2[C@H:57](OC3CCCCO3)[N:58](C(OC(C)(C)C)=O)[C:59]3[CH:66]=[CH:65][C:64]([O:67][CH3:68])=[CH:63][C:60]=3[C:61](=[O:62])[N:55]2[CH2:54][C:53]1=[CH2:83])[CH2:9][CH2:10][CH2:11][CH2:12][CH2:13][CH2:14][CH2:15][CH2:16][CH2:17][O:18][CH:19]1[C@H:23]2[C@H:24](OC3CCCCO3)[N:25](C(OC(C)(C)C)=O)[C:26]3[CH:33]=[CH:32][C:31]([O:34][CH3:35])=[CH:30][C:27]=3[C:28](=[O:29])[N:22]2[CH2:21][C:20]1=[CH2:50].C([O-])(O)=O.[Na+].